From a dataset of Catalyst prediction with 721,799 reactions and 888 catalyst types from USPTO. Predict which catalyst facilitates the given reaction. (1) Reactant: [N+:1]([C:4]1[CH:9]=[CH:8][C:7]([C:10]2[CH2:11][CH2:12][N:13]([CH2:16][CH2:17][C:18]([F:21])([F:20])[F:19])[CH2:14][CH:15]=2)=[CH:6][CH:5]=1)([O-])=O. Product: [F:21][C:18]([F:19])([F:20])[CH2:17][CH2:16][N:13]1[CH2:14][CH2:15][CH:10]([C:7]2[CH:6]=[CH:5][C:4]([NH2:1])=[CH:9][CH:8]=2)[CH2:11][CH2:12]1. The catalyst class is: 99. (2) Reactant: [CH2:1]([O:8][C:9]([NH:11][C@@H:12]([CH2:25][C:26]1[C:35]2[C:30](=[CH:31][CH:32]=[CH:33][CH:34]=2)[CH:29]=[CH:28][CH:27]=1)[C:13]([NH:15][C@@H:16]([CH2:21][CH2:22][CH2:23][CH3:24])[C:17]([O:19][CH3:20])=[O:18])=O)=[O:10])[C:2]1[CH:7]=[CH:6][CH:5]=[CH:4][CH:3]=1.C1(P(C2C=CC=CC=2)C2C=CC=C[N:44]=2)C=CC=CC=1.[N:55]#[N:56].CC(OC(/N=N/C(OC(C)C)=O)=O)C.C1(P(N=[N+]=[N-])(C2C=CC=CC=2)=O)C=CC=CC=1. Product: [CH2:1]([O:8][C:9]([NH:11][C@H:12]([C:13]1[N:15]([C@@H:16]([CH2:21][CH2:22][CH2:23][CH3:24])[C:17]([O:19][CH3:20])=[O:18])[N:44]=[N:56][N:55]=1)[CH2:25][C:26]1[C:35]2[C:30](=[CH:31][CH:32]=[CH:33][CH:34]=2)[CH:29]=[CH:28][CH:27]=1)=[O:10])[C:2]1[CH:7]=[CH:6][CH:5]=[CH:4][CH:3]=1. The catalyst class is: 1. (3) Reactant: [Cl:1][C:2]1[CH:7]=[CH:6][C:5]([CH2:8][CH:9]([C:13]2[CH:18]=[CH:17][CH:16]=[C:15]([C:19]#[N:20])[CH:14]=2)[CH:10]([OH:12])[CH3:11])=[CH:4][CH:3]=1.C(N(CC)CC)C.[CH3:28][S:29](Cl)(=[O:31])=[O:30]. Product: [Cl:1][C:2]1[CH:7]=[CH:6][C:5]([CH2:8][CH:9]([C:13]2[CH:18]=[CH:17][CH:16]=[C:15]([C:19]#[N:20])[CH:14]=2)[CH:10]([O:12][S:29]([CH3:28])(=[O:31])=[O:30])[CH3:11])=[CH:4][CH:3]=1. The catalyst class is: 11. (4) Reactant: [F:1][C:2]1[CH:7]=[CH:6][C:5]([CH:8]([OH:25])[CH:9]([CH2:15][C:16]2[O:17][C:18]([C:21]([F:24])([F:23])[F:22])=[CH:19][CH:20]=2)[C:10]([O:12]CC)=[O:11])=[CH:4][CH:3]=1.[OH-].[Na+].Cl. Product: [F:1][C:2]1[CH:7]=[CH:6][C:5]([CH:8]([OH:25])[CH:9]([CH2:15][C:16]2[O:17][C:18]([C:21]([F:22])([F:23])[F:24])=[CH:19][CH:20]=2)[C:10]([OH:12])=[O:11])=[CH:4][CH:3]=1. The catalyst class is: 5. (5) Reactant: [F:1][C:2]([F:22])([F:21])[C:3]1[CH:4]=[C:5]([C:9]2[CH:10]=[CH:11][C:12]3[N:18]4[CH2:19][C@H:15]([CH2:16][CH2:17]4)[NH:14][C:13]=3[N:20]=2)[CH:6]=[CH:7][CH:8]=1.Cl[C:24](Cl)([O:26]C(=O)OC(Cl)(Cl)Cl)Cl.[CH3:35][C:36]1([CH3:50])[O:40][C@H:39]([CH2:41][O:42][C:43]2[CH:48]=[C:47]([NH2:49])[CH:46]=[CH:45][N:44]=2)[CH2:38][O:37]1. Product: [CH3:35][C:36]1([CH3:50])[O:40][C@H:39]([CH2:41][O:42][C:43]2[CH:48]=[C:47]([NH:49][C:24]([N:14]3[C@@H:15]4[CH2:19][N:18]([CH2:17][CH2:16]4)[C:12]4[CH:11]=[CH:10][C:9]([C:5]5[CH:6]=[CH:7][CH:8]=[C:3]([C:2]([F:21])([F:1])[F:22])[CH:4]=5)=[N:20][C:13]3=4)=[O:26])[CH:46]=[CH:45][N:44]=2)[CH2:38][O:37]1. The catalyst class is: 7. (6) Reactant: [NH2:1][C:2](=O)[C@@H:3]([NH:8][C:9](=[O:15])[O:10][C:11]([CH3:14])([CH3:13])[CH3:12])[CH2:4][CH:5]([CH3:7])[CH3:6].COC1C=CC(P2(SP(C3C=CC(OC)=CC=3)(=S)S2)=[S:26])=CC=1. Product: [C:11]([O:10][C:9](=[O:15])[NH:8][C@H:3]([C:2](=[S:26])[NH2:1])[CH2:4][CH:5]([CH3:7])[CH3:6])([CH3:14])([CH3:13])[CH3:12]. The catalyst class is: 11. (7) Reactant: [C:1]([O:5][C:6]([N:8]([C:16]1[C:17]([Cl:24])=[C:18](N)[CH:19]=[CH:20][C:21]=1Br)[C:9]([O:11][C:12]([CH3:15])([CH3:14])[CH3:13])=[O:10])=[O:7])([CH3:4])([CH3:3])[CH3:2].CC1(C)C(C)(C)OB([C:33]2[CH2:38][CH2:37][N:36]([C:39]([O:41][C:42]([CH3:45])([CH3:44])[CH3:43])=[O:40])[CH2:35][CH:34]=2)O1.C(=O)([O-])[O-].[Na+].[Na+]. Product: [C:1]([O:5][C:6]([N:8]([C:9]([O:11][C:12]([CH3:15])([CH3:14])[CH3:13])=[O:10])[C:16]1[CH:21]=[CH:20][C:19]([C:33]2[CH2:38][CH2:37][N:36]([C:39]([O:41][C:42]([CH3:43])([CH3:44])[CH3:45])=[O:40])[CH2:35][CH:34]=2)=[CH:18][C:17]=1[Cl:24])=[O:7])([CH3:4])([CH3:3])[CH3:2]. The catalyst class is: 38. (8) Reactant: [ClH:1].CO.[NH2:4][C:5]1[C:14]2[N:15]=[C:16]3[CH2:21][N:20](C(OC(C)(C)C)=O)[CH2:19][CH2:18][N:17]3[C:13]=2[C:12]2[C:7](=[CH:8][C:9]([O:29][CH2:30][C:31]3[CH:36]=[CH:35][CH:34]=[CH:33][CH:32]=3)=[CH:10][CH:11]=2)[N:6]=1. Product: [ClH:1].[CH2:30]([O:29][C:9]1[CH:8]=[C:7]2[C:12]([C:13]3[N:17]4[CH2:18][CH2:19][NH:20][CH2:21][C:16]4=[N:15][C:14]=3[C:5]([NH2:4])=[N:6]2)=[CH:11][CH:10]=1)[C:31]1[CH:32]=[CH:33][CH:34]=[CH:35][CH:36]=1. The catalyst class is: 12. (9) Reactant: [CH:1]1[C:10]2[C:5](=[CH:6][CH:7]=[CH:8][CH:9]=2)[CH:4]=[CH:3][C:2]=1[CH2:11][N:12]1[CH:17]=[CH:16][CH:15]=[C:14]([C:18]([O:20]C)=[O:19])[C:13]1=[O:22].C1COCC1.CO.[OH-].[Na+]. Product: [CH:1]1[C:10]2[C:5](=[CH:6][CH:7]=[CH:8][CH:9]=2)[CH:4]=[CH:3][C:2]=1[CH2:11][N:12]1[CH:17]=[CH:16][CH:15]=[C:14]([C:18]([OH:20])=[O:19])[C:13]1=[O:22]. The catalyst class is: 6. (10) Product: [Br:1][C:2]1[CH:3]=[C:4]([OH:8])[C:5]2[C:14]([CH3:22])([CH3:15])[CH2:16][CH2:17][C:18]([CH3:20])([CH3:19])[C:6]=2[CH:7]=1. Reactant: [Br:1][C:2]1[CH:3]=[C:4]([OH:8])[CH:5]=[CH:6][CH:7]=1.[Cl-].[Al+3].[Cl-].[Cl-].Cl[C:14]([CH3:22])([CH2:16][CH2:17][C:18](Cl)([CH3:20])[CH3:19])[CH3:15]. The catalyst class is: 268.